This data is from Forward reaction prediction with 1.9M reactions from USPTO patents (1976-2016). The task is: Predict the product of the given reaction. (1) Given the reactants Br[C:2]1[CH:7]=[CH:6][C:5]([C:8]([F:11])([F:10])[F:9])=[C:4]([F:12])[CH:3]=1.[CH3:13][C:14]1([CH3:30])[C:18]([CH3:20])([CH3:19])[O:17][B:16]([B:16]2[O:17][C:18]([CH3:20])([CH3:19])[C:14]([CH3:30])([CH3:13])[O:15]2)[O:15]1.C([O-])(=O)C.[K+].C(OCC)(=O)C, predict the reaction product. The product is: [F:12][C:4]1[CH:3]=[C:2]([B:16]2[O:17][C:18]([CH3:20])([CH3:19])[C:14]([CH3:30])([CH3:13])[O:15]2)[CH:7]=[CH:6][C:5]=1[C:8]([F:11])([F:10])[F:9]. (2) Given the reactants [F:1][C:2]1[CH:7]=[CH:6][C:5]([C:8]([C:12]2[CH:17]=[CH:16][CH:15]=[CH:14][CH:13]=2)([OH:11])[C:9]#[CH:10])=[CH:4][CH:3]=1.[C:18]1([CH3:28])[CH:23]=[CH:22][C:21](S(O)(=O)=O)=[CH:20][CH:19]=1.[C:29](=[O:32])(O)[O-].[Na+], predict the reaction product. The product is: [F:1][C:2]1[CH:3]=[CH:4][C:5]([C:8]2([C:12]3[CH:13]=[CH:14][CH:15]=[CH:16][CH:17]=3)[O:11][C:20]3[CH:19]=[C:18]([C:28]4[CH:3]=[CH:4][C:5]([C:8]5[CH:12]=[CH:13][C:29]([OH:32])=[CH:10][CH:9]=5)=[CH:6][CH:7]=4)[C:23]4[C:22]([C:21]=3[CH:10]=[CH:9]2)=[CH:17][CH:16]=[CH:15][CH:14]=4)=[CH:6][CH:7]=1. (3) The product is: [CH3:9][C:8]1([CH3:10])[CH:5]2[CH2:6][CH2:7][C:1]31[C:2]([CH2:4]2)=[N:20][S:12](=[O:15])(=[O:13])[CH2:11]3. Given the reactants [C@:1]12([CH2:11][S:12]([OH:15])(=O)=[O:13])[C:8]([CH3:10])([CH3:9])[CH:5]([CH2:6][CH2:7]1)[CH2:4][C:2]2=O.S(Cl)(Cl)=O.[NH3:20], predict the reaction product. (4) Given the reactants Br[C:2]1[O:6][C:5]([CH2:7][N:8]2[C:16]3[C:11](=[CH:12][CH:13]=[CH:14][CH:15]=3)[C:10]3([C:20]4=[CH:21][C:22]5[O:26][CH2:25][O:24][C:23]=5[CH:27]=[C:19]4[O:18][CH2:17]3)[C:9]2=O)=[CH:4][CH:3]=1.[CH3:29][S:30]([O-:32])=[O:31].[Na+].N1CCC[C@H]1C(O)=O, predict the reaction product. The product is: [CH3:29][S:30]([C:2]1[O:6][C:5]([CH2:7][N:8]2[C:16]3[C:11](=[CH:12][CH:13]=[CH:14][CH:15]=3)[C:10]3([C:20]4=[CH:21][C:22]5[O:26][CH2:25][O:24][C:23]=5[CH:27]=[C:19]4[O:18][CH2:17]3)[CH2:9]2)=[CH:4][CH:3]=1)(=[O:32])=[O:31]. (5) Given the reactants C[O:2][C:3]([C:5]1[N:6]([CH3:26])[N:7]=[C:8]([O:10][CH2:11][C:12]2[C:13]([C:19]3[CH:24]=[CH:23][C:22]([F:25])=[CH:21][CH:20]=3)=[N:14][O:15][C:16]=2[CH2:17][OH:18])[CH:9]=1)=[O:4].[OH-].[Li+].Cl.C(OCC)(=O)C, predict the reaction product. The product is: [F:25][C:22]1[CH:23]=[CH:24][C:19]([C:13]2[C:12]([CH2:11][O:10][C:8]3[CH:9]=[C:5]([C:3]([OH:4])=[O:2])[N:6]([CH3:26])[N:7]=3)=[C:16]([CH2:17][OH:18])[O:15][N:14]=2)=[CH:20][CH:21]=1. (6) Given the reactants Br[C:2]1[CH:3]=[C:4]([C:8]2[N:12]([CH3:13])[C:11]3[CH:14]=[CH:15][C:16]([O:18][CH3:19])=[CH:17][C:10]=3[N:9]=2)[CH:5]=[N:6][CH:7]=1.CC1(C)C(C)(C)OB([C:28]2[CH:29]=[N:30][NH:31][CH:32]=2)O1.C([O-])([O-])=O.[Na+].[Na+], predict the reaction product. The product is: [CH3:19][O:18][C:16]1[CH:15]=[CH:14][C:11]2[N:12]([CH3:13])[C:8]([C:4]3[CH:5]=[N:6][CH:7]=[C:2]([C:28]4[CH:29]=[N:30][NH:31][CH:32]=4)[CH:3]=3)=[N:9][C:10]=2[CH:17]=1. (7) Given the reactants [Cl:1][C:2]1[CH:9]=[C:8]([NH:10][CH2:11][CH:12]2[CH2:14][CH2:13]2)[CH:7]=[CH:6][C:3]=1[C:4]#[N:5].Br[CH:16]([CH3:24])[C:17]([O:19][C:20]([CH3:23])([CH3:22])[CH3:21])=[O:18], predict the reaction product. The product is: [Cl:1][C:2]1[CH:9]=[C:8]([N:10]([CH2:11][CH:12]2[CH2:14][CH2:13]2)[C@H:16]([C:17]([O:19][C:20]([CH3:23])([CH3:22])[CH3:21])=[O:18])[CH3:24])[CH:7]=[CH:6][C:3]=1[C:4]#[N:5]. (8) The product is: [O:1]1[CH2:6][CH2:5][CH:4]([NH:7][C:8]2[CH:15]=[C:14]([C:16]3[C:24]4[CH2:23][C:22]([CH3:25])([CH3:26])[CH2:21][C:20](=[O:27])[C:19]=4[N:18]([CH3:28])[N:17]=3)[CH:13]=[CH:12][C:9]=2[C:10]([NH2:11])=[O:31])[CH2:3][CH2:2]1. Given the reactants [O:1]1[CH2:6][CH2:5][CH:4]([NH:7][C:8]2[CH:15]=[C:14]([C:16]3[C:24]4[CH2:23][C:22]([CH3:26])([CH3:25])[CH2:21][C:20](=[O:27])[C:19]=4[N:18]([CH3:28])[N:17]=3)[CH:13]=[CH:12][C:9]=2[C:10]#[N:11])[CH2:3][CH2:2]1.C([OH:31])C, predict the reaction product.